Dataset: Forward reaction prediction with 1.9M reactions from USPTO patents (1976-2016). Task: Predict the product of the given reaction. (1) Given the reactants [CH3:1][O:2][C:3](=[O:25])[CH2:4][CH2:5][CH:6]([NH:10][C:11]([C:13]1[CH:18]=[CH:17][C:16]([C:19]2[CH:24]=[CH:23][CH:22]=[CH:21][CH:20]=2)=[CH:15][CH:14]=1)=[O:12])[C:7]([OH:9])=O.CCN=C=NCCCN(C)C.[NH2:37][CH2:38][CH2:39][CH2:40][CH2:41][OH:42].CCN(CC)CC, predict the reaction product. The product is: [CH3:1][O:2][C:3](=[O:25])[CH2:4][CH2:5][CH:6]([NH:10][C:11]([C:13]1[CH:14]=[CH:15][C:16]([C:19]2[CH:20]=[CH:21][CH:22]=[CH:23][CH:24]=2)=[CH:17][CH:18]=1)=[O:12])[C:7](=[O:9])[NH:37][CH2:38][CH2:39][CH2:40][CH2:41][OH:42]. (2) Given the reactants C(OC([NH:8][C@@H:9]1[CH2:11][C@H:10]1[C:12]1[S:16][CH:15]=[C:14]([C:17]([O:19][CH3:20])=[O:18])[CH:13]=1)=O)(C)(C)C.[ClH:21].C(OCC)(=O)C, predict the reaction product. The product is: [ClH:21].[NH2:8][C@@H:9]1[CH2:11][C@H:10]1[C:12]1[S:16][CH:15]=[C:14]([C:17]([O:19][CH3:20])=[O:18])[CH:13]=1. (3) Given the reactants [Cl:1][C:2]1[CH:3]=[C:4]2[C:9](=[CH:10][CH:11]=1)[CH:8]=[C:7]([S:12]([NH:15][C@H:16]1[CH2:20][CH2:19][N:18]([C:21]3[CH:22]=[C:23]4[C:28](=[CH:29][CH:30]=3)[CH2:27][N:26]([C:31]([O:33]C(C)(C)C)=[O:32])[CH:25]([CH3:38])[CH2:24]4)[C:17]1=[O:39])(=[O:14])=[O:13])[CH:6]=[CH:5]2.CO, predict the reaction product. The product is: [CH:31]([OH:33])=[O:32].[Cl:1][C:2]1[CH:3]=[C:4]2[C:9](=[CH:10][CH:11]=1)[CH:8]=[C:7]([S:12]([NH:15][C@H:16]1[CH2:20][CH2:19][N:18]([C:21]3[CH:22]=[C:23]4[C:28](=[CH:29][CH:30]=3)[CH2:27][NH:26][CH:25]([CH3:38])[CH2:24]4)[C:17]1=[O:39])(=[O:14])=[O:13])[CH:6]=[CH:5]2. (4) Given the reactants [CH3:1][S:2]([C:5]1[CH:10]=[CH:9][C:8](B(O)O)=[CH:7][CH:6]=1)(=[O:4])=[O:3].Br[C:15]1[CH:16]=[N:17][C:18]([O:21][CH2:22][CH:23]2[CH2:28][CH2:27][N:26]([C:29]([O:31][C:32]([CH3:35])([CH3:34])[CH3:33])=[O:30])[CH2:25][CH2:24]2)=[N:19][CH:20]=1.C([O-])([O-])=O.[Na+].[Na+], predict the reaction product. The product is: [CH3:1][S:2]([C:5]1[CH:10]=[CH:9][C:8]([C:15]2[CH:20]=[N:19][C:18]([O:21][CH2:22][CH:23]3[CH2:24][CH2:25][N:26]([C:29]([O:31][C:32]([CH3:35])([CH3:34])[CH3:33])=[O:30])[CH2:27][CH2:28]3)=[N:17][CH:16]=2)=[CH:7][CH:6]=1)(=[O:4])=[O:3].